Dataset: Forward reaction prediction with 1.9M reactions from USPTO patents (1976-2016). Task: Predict the product of the given reaction. Given the reactants [CH2:1]([O:3][C:4]([C:6]1([CH2:12][CH2:13][O:14][CH3:15])[CH2:11][CH2:10][NH:9][CH2:8][CH2:7]1)=[O:5])[CH3:2].[CH3:16][CH:17]([CH3:23])[CH2:18][S:19](Cl)(=[O:21])=[O:20], predict the reaction product. The product is: [CH2:1]([O:3][C:4]([C:6]1([CH2:12][CH2:13][O:14][CH3:15])[CH2:7][CH2:8][N:9]([S:19]([CH2:18][CH:17]([CH3:23])[CH3:16])(=[O:21])=[O:20])[CH2:10][CH2:11]1)=[O:5])[CH3:2].